Dataset: Full USPTO retrosynthesis dataset with 1.9M reactions from patents (1976-2016). Task: Predict the reactants needed to synthesize the given product. (1) Given the product [Br:58][C:4]1[C:5]([C@H:18]2[C@H:23]([O:24][CH2:25][C:26]3[CH:31]=[CH:30][CH:29]=[CH:28][CH:27]=3)[C@@H:22]([O:32][CH2:33][C:34]3[CH:39]=[CH:38][CH:37]=[CH:36][CH:35]=3)[C@H:21]([O:40][CH2:41][C:42]3[CH:43]=[CH:44][CH:45]=[CH:46][CH:47]=3)[C@@H:20]([CH2:48][O:49][CH2:50][C:51]3[CH:52]=[CH:53][CH:54]=[CH:55][CH:56]=3)[O:19]2)=[CH:6][C:7]([CH2:8][C:9]2[CH:14]=[CH:13][C:12]([O:15][CH2:16][CH3:17])=[CH:11][CH:10]=2)=[C:2]([Cl:1])[C:3]=1[OH:57], predict the reactants needed to synthesize it. The reactants are: [Cl:1][C:2]1[C:7]([CH2:8][C:9]2[CH:14]=[CH:13][C:12]([O:15][CH2:16][CH3:17])=[CH:11][CH:10]=2)=[CH:6][C:5]([C@H:18]2[C@H:23]([O:24][CH2:25][C:26]3[CH:31]=[CH:30][CH:29]=[CH:28][CH:27]=3)[C@@H:22]([O:32][CH2:33][C:34]3[CH:39]=[CH:38][CH:37]=[CH:36][CH:35]=3)[C@H:21]([O:40][CH2:41][C:42]3[CH:47]=[CH:46][CH:45]=[CH:44][CH:43]=3)[C@@H:20]([CH2:48][O:49][CH2:50][C:51]3[CH:56]=[CH:55][CH:54]=[CH:53][CH:52]=3)[O:19]2)=[CH:4][C:3]=1[OH:57].[Br:58]Br.[Cl-].[NH4+]. (2) Given the product [Cl:7][C:8]1[CH:13]=[C:12]([NH:14][C:15]2[C:24]3[C:19](=[CH:20][CH:21]=[CH:22][C:23]=3[O:25][CH2:26][C@@H:27]([N:29]([CH3:30])[C:4](=[O:6])[CH2:3][O:2][CH3:1])[CH3:28])[N:18]=[CH:17][N:16]=2)[CH:11]=[CH:10][C:9]=1[OH:31], predict the reactants needed to synthesize it. The reactants are: [CH3:1][O:2][CH2:3][C:4]([OH:6])=O.[Cl:7][C:8]1[CH:13]=[C:12]([NH:14][C:15]2[C:24]3[C:19](=[CH:20][CH:21]=[CH:22][C:23]=3[O:25][CH2:26][C@@H:27]([NH:29][CH3:30])[CH3:28])[N:18]=[CH:17][N:16]=2)[CH:11]=[CH:10][C:9]=1[OH:31].